From a dataset of Peptide-MHC class I binding affinity with 185,985 pairs from IEDB/IMGT. Regression. Given a peptide amino acid sequence and an MHC pseudo amino acid sequence, predict their binding affinity value. This is MHC class I binding data. (1) The peptide sequence is FLEQGGFKA. The MHC is HLA-A11:01 with pseudo-sequence HLA-A11:01. The binding affinity (normalized) is 0.0847. (2) The peptide sequence is TPNQPSAEF. The MHC is HLA-B07:02 with pseudo-sequence HLA-B07:02. The binding affinity (normalized) is 0.600. (3) The peptide sequence is LLALQQLEV. The MHC is HLA-B15:01 with pseudo-sequence HLA-B15:01. The binding affinity (normalized) is 0.238.